Dataset: Reaction yield outcomes from USPTO patents with 853,638 reactions. Task: Predict the reaction yield, written as a fraction of the theoretical maximum amount of product (1.0 means a 100% yield; for example, 0.34 means a 34% yield). (1) The reactants are [C:1]([O:7][CH2:8][C@H:9]([C:15]1[C:24]([CH3:25])=[CH:23][C:18]2[N:19]=[C:20](Cl)[S:21][C:17]=2[C:16]=1[Br:26])[O:10][C:11]([CH3:14])([CH3:13])[CH3:12])(=[O:6])[C:2]([CH3:5])([CH3:4])[CH3:3].[CH3:27][O-:28].[Na+]. The catalyst is CO. The product is [C:1]([O:7][CH2:8][C@H:9]([C:15]1[C:24]([CH3:25])=[CH:23][C:18]2[N:19]=[C:20]([O:28][CH3:27])[S:21][C:17]=2[C:16]=1[Br:26])[O:10][C:11]([CH3:14])([CH3:13])[CH3:12])(=[O:6])[C:2]([CH3:5])([CH3:4])[CH3:3]. The yield is 0.790. (2) The reactants are [Na].[F:2][C:3]1[CH:8]=[C:7]([F:9])[CH:6]=[CH:5][C:4]=1[CH2:10][NH:11][C:12]([C:14]1[C:15](=[O:30])[C:16]([OH:29])=[C:17]2[C:22](=[O:23])[N:21]3[C@H:24]([CH3:27])[CH2:25][O:26][C@H:20]3[CH2:19][N:18]2[CH:28]=1)=[O:13].FC1C=C(F)C=CC=1CNC(C1C(=O)C(OCC2C=CC=CC=2)=C2C(=O)N3[C@H](C)CO[C@H]3CN2C=1)=O. The catalyst is CO.[Pd]. The product is [F:2][C:3]1[CH:8]=[C:7]([F:9])[CH:6]=[CH:5][C:4]=1[CH2:10][NH:11][C:12]([C:14]1[C:15](=[O:30])[C:16]([OH:29])=[C:17]2[C:22](=[O:23])[N:21]3[C@H:24]([CH3:27])[CH2:25][O:26][C@H:20]3[CH2:19][N:18]2[CH:28]=1)=[O:13]. The yield is 0.860.